Dataset: Full USPTO retrosynthesis dataset with 1.9M reactions from patents (1976-2016). Task: Predict the reactants needed to synthesize the given product. (1) Given the product [O:1]1[CH:5]=[CH:4][CH:3]=[C:2]1[C:6](=[O:7])/[CH:8]=[N:16]/[OH:17], predict the reactants needed to synthesize it. The reactants are: [O:1]1[CH:5]=[CH:4][CH:3]=[C:2]1[C:6]([CH2:8]C(OCC)=O)=[O:7].[OH-].[K+].[N:16]([O-])=[O:17].[Na+].S(=O)(=O)(O)O. (2) Given the product [Br:1][C:2]1[CH:3]=[CH:4][C:5]([C@H:8]([CH2:9][N+:10]([O-:12])=[O:11])[C:14]([CH3:16])([CH3:15])[CH:13]=[O:17])=[CH:6][CH:7]=1, predict the reactants needed to synthesize it. The reactants are: [Br:1][C:2]1[CH:7]=[CH:6][C:5](/[CH:8]=[CH:9]/[N+:10]([O-:12])=[O:11])=[CH:4][CH:3]=1.[CH:13](=[O:17])[CH:14]([CH3:16])[CH3:15].CC(O)C.CCCCCC. (3) Given the product [CH3:1][O:2][C:3]([C:4]1[N:20]=[C:17]([CH3:18])[S:19][C:5]=1[C:7]1[CH:12]=[CH:11][C:10]([F:13])=[C:9]([Br:14])[CH:8]=1)=[O:16], predict the reactants needed to synthesize it. The reactants are: [CH3:1][O:2][C:3](=[O:16])[C:4](=O)[CH:5]([C:7]1[CH:12]=[CH:11][C:10]([F:13])=[C:9]([Br:14])[CH:8]=1)Cl.[C:17]([NH2:20])(=[S:19])[CH3:18].